From a dataset of Full USPTO retrosynthesis dataset with 1.9M reactions from patents (1976-2016). Predict the reactants needed to synthesize the given product. (1) Given the product [C:1]([O:11][C:12]1[CH:17]=[C:16]([Cl:18])[C:15]([O:19][C:20]2[CH:25]=[CH:24][C:23]([NH:26][C:33](=[O:34])[CH:32]([Cl:31])[CH3:36])=[C:22]([Br:27])[CH:21]=2)=[C:14]([Cl:28])[C:13]=1[CH2:29][CH3:30])(=[O:10])[CH:2]=[CH:3][C:4]1[CH:9]=[CH:8][CH:7]=[CH:6][CH:5]=1, predict the reactants needed to synthesize it. The reactants are: [C:1]([O:11][C:12]1[CH:17]=[C:16]([Cl:18])[C:15]([O:19][C:20]2[CH:25]=[CH:24][C:23]([NH2:26])=[C:22]([Br:27])[CH:21]=2)=[C:14]([Cl:28])[C:13]=1[CH2:29][CH3:30])(=[O:10])[CH:2]=[CH:3][C:4]1[CH:9]=[CH:8][CH:7]=[CH:6][CH:5]=1.[Cl:31][CH:32]([CH3:36])[C:33](Cl)=[O:34]. (2) The reactants are: [Cl:1][C:2]1[C:14]([Cl:15])=[C:13]([CH2:16][CH2:17][C:18](=O)[C:19]2[S:20][C:21]([C:24]3[CH:29]=[CH:28][C:27]([C:30]([F:33])([F:32])[F:31])=[CH:26][CH:25]=3)=[CH:22][CH:23]=2)[CH:12]=[CH:11][C:3]=1[O:4][C:5]([CH3:10])([CH3:9])[C:6]([OH:8])=[O:7].Cl.[CH3:36][O:37][NH2:38]. Given the product [Cl:1][C:2]1[C:14]([Cl:15])=[C:13]([CH2:16][CH2:17][C:18](=[N:38][O:37][CH3:36])[C:19]2[S:20][C:21]([C:24]3[CH:29]=[CH:28][C:27]([C:30]([F:33])([F:32])[F:31])=[CH:26][CH:25]=3)=[CH:22][CH:23]=2)[CH:12]=[CH:11][C:3]=1[O:4][C:5]([CH3:10])([CH3:9])[C:6]([OH:8])=[O:7], predict the reactants needed to synthesize it. (3) Given the product [N:14]1[CH:15]=[CH:16][CH:17]=[C:12]([CH:7]2[NH:6][C:9](=[O:10])[CH2:8]2)[CH:13]=1, predict the reactants needed to synthesize it. The reactants are: C(=O)(O)[O-].[Na+].[NH2:6][CH:7]([C:12]1[CH:13]=[N:14][CH:15]=[CH:16][CH:17]=1)[CH2:8][C:9](O)=[O:10].FC(F)(F)S(Cl)(=O)=O. (4) Given the product [C:14]1([S:11]([N:8]2[C:9]3[C:5](=[CH:4][CH:3]=[C:2]([F:1])[CH:10]=3)[C:6]([C:20]3[CH:21]=[C:22]4[C:23](=[CH:24][CH:25]=3)[NH:26][C:49](=[O:50])[CH2:48]4)=[CH:7]2)(=[O:12])=[O:13])[CH:19]=[CH:18][CH:17]=[CH:16][CH:15]=1, predict the reactants needed to synthesize it. The reactants are: [F:1][C:2]1[CH:10]=[C:9]2[C:5]([C:6]([C:20]3[CH:21]=[C:22](N)[C:23]([NH2:26])=[CH:24][CH:25]=3)=[CH:7][N:8]2[S:11]([C:14]2[CH:19]=[CH:18][CH:17]=[CH:16][CH:15]=2)(=[O:13])=[O:12])=[CH:4][CH:3]=1.FC1C=C2C(C(I)=CN2S(C2C=CC=CC=2)(=O)=O)=CC=1.[CH3:48][C:49]1(C)C(C)(C)OB(C2C=C3C(=CC=2)NC(=O)C3)[O:50]1. (5) The reactants are: [CH3:1][O:2][C:3]1[C:8]([CH:9]=[O:10])=[C:7]([C:11]([F:14])([F:13])[F:12])[N:6]=[CH:5][N:4]=1.[BH4-].[Na+]. Given the product [CH3:1][O:2][C:3]1[C:8]([CH2:9][OH:10])=[C:7]([C:11]([F:13])([F:12])[F:14])[N:6]=[CH:5][N:4]=1, predict the reactants needed to synthesize it. (6) Given the product [CH2:58]([NH:57][C:56]1[C:47]2[N:48]([C:44]([C:22]3[CH:21]=[CH:20][C:19]([NH:18][C:16]([NH:15][C:12]4[CH:13]=[CH:14][C:9]([CH2:8][N:5]5[CH2:4][CH2:3][N:2]([CH3:1])[CH2:7][CH2:6]5)=[C:10]([C:34]([F:35])([F:36])[F:37])[CH:11]=4)=[O:17])=[CH:24][CH:23]=3)=[CH:45][N:46]=2)[C:49]2[C:54]([N:55]=1)=[CH:53][CH:52]=[CH:51][CH:50]=2)[CH:59]([CH3:61])[CH3:60], predict the reactants needed to synthesize it. The reactants are: [CH3:1][N:2]1[CH2:7][CH2:6][N:5]([CH2:8][C:9]2[CH:14]=[CH:13][C:12]([NH:15][C:16]([NH:18][C:19]3[CH:24]=[CH:23][C:22](B4OC(C)(C)C(C)(C)O4)=[CH:21][CH:20]=3)=[O:17])=[CH:11][C:10]=2[C:34]([F:37])([F:36])[F:35])[CH2:4][CH2:3]1.C1COCC1.Br[C:44]1[N:48]2[C:49]3[C:54]([N:55]=[C:56]([NH:57][CH2:58][CH:59]([CH3:61])[CH3:60])[C:47]2=[N:46][CH:45]=1)=[CH:53][CH:52]=[CH:51][CH:50]=3.CC1C=CC=CC=1P(C1C=CC=CC=1C)C1C=CC=CC=1C. (7) Given the product [Cl:11][C:5]1[CH:4]=[CH:3][C:2]([NH:1][C:17]([C:13]2[O:12][CH:16]=[CH:15][CH:14]=2)=[O:18])=[CH:10][C:6]=1[C:7]([OH:9])=[O:8], predict the reactants needed to synthesize it. The reactants are: [NH2:1][C:2]1[CH:3]=[CH:4][C:5]([Cl:11])=[C:6]([CH:10]=1)[C:7]([OH:9])=[O:8].[O:12]1[CH:16]=[CH:15][CH:14]=[C:13]1[C:17](Cl)=[O:18].